This data is from Catalyst prediction with 721,799 reactions and 888 catalyst types from USPTO. The task is: Predict which catalyst facilitates the given reaction. (1) Reactant: [F:1][C:2]1[CH:7]=[CH:6][CH:5]=[CH:4][C:3]=1[C:8]1[CH:13]=[CH:12][C:11]([NH:14][C:15]([C:17]2[CH2:21][C:20]3([CH2:26][CH2:25][O:24][CH2:23][CH2:22]3)[O:19][N:18]=2)=O)=[C:10]([N+:27]([O-])=O)[CH:9]=1.[OH-].[Na+]. Product: [F:1][C:2]1[CH:7]=[CH:6][CH:5]=[CH:4][C:3]=1[C:8]1[CH:13]=[CH:12][C:11]2[NH:14][C:15]([C:17]3[CH2:21][C:20]4([CH2:26][CH2:25][O:24][CH2:23][CH2:22]4)[O:19][N:18]=3)=[N:27][C:10]=2[CH:9]=1. The catalyst class is: 180. (2) Reactant: [CH3:1][O:2][C:3]1[CH:4]=[CH:5][C:6]([CH:24]=[C:25]2[S:29][C:28](=[O:30])[NH:27][C:26]2=[O:31])=[C:7]2[C:12]=1[N:11]([CH2:13][C:14]1[CH:19]=[CH:18][C:17]([N+:20]([O-:22])=[O:21])=[CH:16][CH:15]=1)[C:10](=[O:23])[CH2:9][CH2:8]2.CC1NC(C)=C(C(OCC)=O)CC=1C(OCC)=O. Product: [CH3:1][O:2][C:3]1[CH:4]=[CH:5][C:6]([CH2:24][CH:25]2[S:29][C:28](=[O:30])[NH:27][C:26]2=[O:31])=[C:7]2[C:12]=1[N:11]([CH2:13][C:14]1[CH:19]=[CH:18][C:17]([N+:20]([O-:22])=[O:21])=[CH:16][CH:15]=1)[C:10](=[O:23])[CH2:9][CH2:8]2. The catalyst class is: 11. (3) Reactant: [C:1]([O:5][C:6]([N:8]1[CH2:12][C@H:11]([OH:13])[CH2:10][C@H:9]1[C:14]([OH:16])=[O:15])=[O:7])([CH3:4])([CH3:3])[CH3:2].Cl[C:18]1[C:27]2[C:22](=[CH:23][C:24](OC)=[CH:25][CH:26]=2)[CH:21]=[CH:20][N:19]=1.C[C:31]([O-:34])(C)C.[K+]. Product: [C:1]([O:5][C:6]([N:8]1[CH2:12][C@H:11]([O:13][C:18]2[C:27]3[C:22](=[CH:23][CH:24]=[CH:25][CH:26]=3)[C:21]([O:34][CH3:31])=[CH:20][N:19]=2)[CH2:10][C@H:9]1[C:14]([OH:16])=[O:15])=[O:7])([CH3:4])([CH3:2])[CH3:3]. The catalyst class is: 16. (4) Reactant: [CH2:1]([O:3][C:4](=[O:15])[CH2:5][CH2:6][C:7]1[CH:12]=[CH:11][C:10]([CH2:13]O)=[CH:9][CH:8]=1)[CH3:2].C(N(CC)CC)C.S([Cl:27])(C)(=O)=O. Product: [CH2:1]([O:3][C:4](=[O:15])[CH2:5][CH2:6][C:7]1[CH:12]=[CH:11][C:10]([CH2:13][Cl:27])=[CH:9][CH:8]=1)[CH3:2]. The catalyst class is: 4. (5) Reactant: [Br:1][C:2]1[CH:7]=[CH:6][C:5]([C:8](=[N:22][O:23][CH2:24][CH3:25])[CH:9]2[CH2:14][CH2:13][N:12]([C:15]3([CH3:21])[CH2:20][CH2:19][NH:18][CH2:17][CH2:16]3)[CH2:11][CH2:10]2)=[CH:4][CH:3]=1.[OH:26][C:27]1[C:36]2[C:31](=[C:32]([C:37]([F:40])([F:39])[F:38])[CH:33]=[CH:34][CH:35]=2)[N:30]=[CH:29][C:28]=1[C:41](O)=[O:42].CCN(CC)CC.CN(C(ON1N=NC2C=CC=NC1=2)=[N+](C)C)C.F[P-](F)(F)(F)(F)F. Product: [Br:1][C:2]1[CH:7]=[CH:6][C:5]([C:8](=[N:22][O:23][CH2:24][CH3:25])[CH:9]2[CH2:10][CH2:11][N:12]([C:15]3([CH3:21])[CH2:20][CH2:19][N:18]([C:41]([C:28]4[CH:29]=[N:30][C:31]5[C:36]([C:27]=4[OH:26])=[CH:35][CH:34]=[CH:33][C:32]=5[C:37]([F:40])([F:38])[F:39])=[O:42])[CH2:17][CH2:16]3)[CH2:13][CH2:14]2)=[CH:4][CH:3]=1. The catalyst class is: 3.